Dataset: NCI-60 drug combinations with 297,098 pairs across 59 cell lines. Task: Regression. Given two drug SMILES strings and cell line genomic features, predict the synergy score measuring deviation from expected non-interaction effect. (1) Drug 1: C1=C(C(=O)NC(=O)N1)F. Drug 2: C1=NC2=C(N1)C(=S)N=C(N2)N. Cell line: NCI-H522. Synergy scores: CSS=9.63, Synergy_ZIP=-12.7, Synergy_Bliss=-9.96, Synergy_Loewe=-16.1, Synergy_HSA=-8.30. (2) Drug 1: C1=CN(C=N1)CC(O)(P(=O)(O)O)P(=O)(O)O. Drug 2: C1CN(P(=O)(OC1)NCCCl)CCCl. Cell line: NCI/ADR-RES. Synergy scores: CSS=-8.13, Synergy_ZIP=3.06, Synergy_Bliss=-1.21, Synergy_Loewe=-7.06, Synergy_HSA=-6.59. (3) Drug 1: CCCCC(=O)OCC(=O)C1(CC(C2=C(C1)C(=C3C(=C2O)C(=O)C4=C(C3=O)C=CC=C4OC)O)OC5CC(C(C(O5)C)O)NC(=O)C(F)(F)F)O. Drug 2: C1=NC(=NC(=O)N1C2C(C(C(O2)CO)O)O)N. Cell line: NCIH23. Synergy scores: CSS=19.5, Synergy_ZIP=14.4, Synergy_Bliss=9.46, Synergy_Loewe=6.87, Synergy_HSA=8.04.